Dataset: Forward reaction prediction with 1.9M reactions from USPTO patents (1976-2016). Task: Predict the product of the given reaction. (1) Given the reactants [CH3:1][C:2]([C:5]1[S:6][C:7]([C:18]2[CH:23]=[CH:22][N:21]=[CH:20][N:19]=2)=[C:8]([C:10]2[C:11]([F:17])=[C:12]([CH:14]=[CH:15][CH:16]=2)[NH2:13])[N:9]=1)([CH3:4])[CH3:3].[F:24][C:25]1[CH:26]=[C:27]([S:31](Cl)(=[O:33])=[O:32])[CH:28]=[CH:29][CH:30]=1, predict the reaction product. The product is: [CH3:4][C:2]([C:5]1[S:6][C:7]([C:18]2[CH:23]=[CH:22][N:21]=[CH:20][N:19]=2)=[C:8]([C:10]2[C:11]([F:17])=[C:12]([NH:13][S:31]([C:27]3[CH:28]=[CH:29][CH:30]=[C:25]([F:24])[CH:26]=3)(=[O:33])=[O:32])[CH:14]=[CH:15][CH:16]=2)[N:9]=1)([CH3:1])[CH3:3]. (2) Given the reactants [C:1]([NH:8][C@H:9]([C:18]([OH:20])=[O:19])[CH2:10][CH2:11][C:12]1[CH:17]=[CH:16][CH:15]=[CH:14][CH:13]=1)([O:3][C:4]([CH3:7])([CH3:6])[CH3:5])=[O:2].[Br:21][CH2:22][CH2:23][CH2:24]O, predict the reaction product. The product is: [Br:21][CH2:22][CH2:23][CH2:24][O:19][C:18](=[O:20])[C@H:9]([CH2:10][CH2:11][C:12]1[CH:13]=[CH:14][CH:15]=[CH:16][CH:17]=1)[NH:8][C:1]([O:3][C:4]([CH3:6])([CH3:5])[CH3:7])=[O:2]. (3) Given the reactants [NH2:1][C:2]1[CH:3]=[C:4]([C@H:8]([N:16]([CH3:28])[C:17](=[O:27])[CH2:18][C:19]2[CH:24]=[CH:23][C:22]([Cl:25])=[C:21]([Cl:26])[CH:20]=2)[CH2:9][N:10]2[CH2:14][CH2:13][C@@H:12]([OH:15])[CH2:11]2)[CH:5]=[CH:6][CH:7]=1.N1C=CC=CC=1.[C:35]([C:37]1[CH:42]=[CH:41][C:40]([S:43](Cl)(=[O:45])=[O:44])=[CH:39][C:38]=1[C:47]([F:50])([F:49])[F:48])#[N:36], predict the reaction product. The product is: [C:35]([C:37]1[CH:42]=[CH:41][C:40]([S:43]([NH:1][C:2]2[CH:3]=[C:4]([C@H:8]([N:16]([CH3:28])[C:17](=[O:27])[CH2:18][C:19]3[CH:24]=[CH:23][C:22]([Cl:25])=[C:21]([Cl:26])[CH:20]=3)[CH2:9][N:10]3[CH2:14][CH2:13][C@@H:12]([OH:15])[CH2:11]3)[CH:5]=[CH:6][CH:7]=2)(=[O:45])=[O:44])=[CH:39][C:38]=1[C:47]([F:50])([F:48])[F:49])#[N:36]. (4) The product is: [C:14](=[O:20])([O:9][CH:2]([CH2:3][CH2:4][CH2:5][CH2:6][CH2:7][CH3:8])[CH3:1])[O:15][C:16]1[CH:36]=[C:29]([F:28])[C:30]([CH:31]=[O:32])=[C:33]([F:38])[CH:34]=1. Given the reactants [CH3:1][CH:2]([OH:9])[CH2:3][CH2:4][CH2:5][CH2:6][CH2:7][CH3:8].ClC(Cl)(O[C:14](=[O:20])[O:15][C:16](Cl)(Cl)Cl)Cl.N1C=CC=CC=1.[F:28][C:29]1[CH:36]=C(O)[CH:34]=[C:33]([F:38])[C:30]=1[CH:31]=[O:32], predict the reaction product.